Task: Predict the reactants needed to synthesize the given product.. Dataset: Full USPTO retrosynthesis dataset with 1.9M reactions from patents (1976-2016) (1) Given the product [CH2:1]([O:8][C:9]1[CH:14]=[CH:13][C:12]([F:15])=[CH:11][C:10]=1[C:16]1[CH:20]([CH2:53][OH:54])[C:19]([C:31]2[CH:32]=[CH:33][CH:34]=[CH:35][CH:36]=2)([CH2:21][CH2:22][CH2:23][O:24][CH:25]2[CH2:30][CH2:29][CH2:28][CH2:27][O:26]2)[N:18]([C:37](=[O:42])[C:38]([F:40])([F:39])[F:41])[N:17]=1)[C:2]1[CH:7]=[CH:6][CH:5]=[CH:4][CH:3]=1, predict the reactants needed to synthesize it. The reactants are: [CH2:1]([O:8][C:9]1[CH:14]=[CH:13][C:12]([F:15])=[CH:11][C:10]=1[C:16]1[CH2:20][C:19]([C:31]2[CH:36]=[CH:35][CH:34]=[CH:33][CH:32]=2)([CH2:21][CH2:22][CH2:23][O:24][CH:25]2[CH2:30][CH2:29][CH2:28][CH2:27][O:26]2)[N:18]([C:37](=[O:42])[C:38]([F:41])([F:40])[F:39])[N:17]=1)[C:2]1[CH:7]=[CH:6][CH:5]=[CH:4][CH:3]=1.C[Si]([N-][Si](C)(C)C)(C)C.[Na+].[CH2:53]=[O:54]. (2) Given the product [CH3:8][O:9][C:10](=[O:41])[CH2:11][C:13]1[C:21]2[C:16](=[CH:17][CH:18]=[CH:19][CH:20]=2)[NH:15][C:14]=1[C:22]1[CH:27]=[CH:26][C:25]([Cl:28])=[C:24]([NH:29][S:30]([CH2:33][C:34]2[CH:39]=[CH:38][CH:37]=[C:36]([Cl:40])[CH:35]=2)(=[O:32])=[O:31])[CH:23]=1, predict the reactants needed to synthesize it. The reactants are: C([SiH](CC)CC)C.[CH3:8][O:9][C:10](=[O:41])[C:11]([C:13]1[C:21]2[C:16](=[CH:17][CH:18]=[CH:19][CH:20]=2)[NH:15][C:14]=1[C:22]1[CH:27]=[CH:26][C:25]([Cl:28])=[C:24]([NH:29][S:30]([CH2:33][C:34]2[CH:39]=[CH:38][CH:37]=[C:36]([Cl:40])[CH:35]=2)(=[O:32])=[O:31])[CH:23]=1)=O. (3) The reactants are: [CH:1]1([N:6]2[CH2:12][C:11]([F:14])([F:13])[C:10](=[O:15])[N:9]([CH3:16])[C:8]3[CH:17]=[N:18][C:19]([NH:21][C:22]4[CH:30]=[CH:29][C:25]([C:26](O)=[O:27])=[CH:24][C:23]=4[C:31]([F:34])([F:33])[F:32])=[N:20][C:7]2=3)[CH2:5][CH2:4][CH2:3][CH2:2]1.ON1C2C=CC=CC=2N=N1.F[P-](F)(F)(F)(F)F.CN(C(N(C)C)=[N+]1C2C=CC=CC=2[N+]([O-])=N1)C.C(N(C(C)C)CC)(C)C.[NH2:78][CH:79]1[CH2:84][CH2:83][N:82]([CH2:85][CH3:86])[CH2:81][CH2:80]1. Given the product [CH:1]1([N:6]2[CH2:12][C:11]([F:14])([F:13])[C:10](=[O:15])[N:9]([CH3:16])[C:8]3[CH:17]=[N:18][C:19]([NH:21][C:22]4[CH:30]=[CH:29][C:25]([C:26]([NH:78][CH:79]5[CH2:84][CH2:83][N:82]([CH2:85][CH3:86])[CH2:81][CH2:80]5)=[O:27])=[CH:24][C:23]=4[C:31]([F:32])([F:33])[F:34])=[N:20][C:7]2=3)[CH2:2][CH2:3][CH2:4][CH2:5]1, predict the reactants needed to synthesize it.